This data is from Catalyst prediction with 721,799 reactions and 888 catalyst types from USPTO. The task is: Predict which catalyst facilitates the given reaction. (1) Reactant: [F:1][C:2]1[CH:7]=[CH:6][C:5]([NH2:8])=[C:4]([N+:9]([O-:11])=[O:10])[CH:3]=1.C1C(=O)N([Br:19])C(=O)C1.O. Product: [Br:19][C:6]1[CH:7]=[C:2]([F:1])[CH:3]=[C:4]([N+:9]([O-:11])=[O:10])[C:5]=1[NH2:8]. The catalyst class is: 3. (2) Reactant: [CH3:1][S:2]([C:5]1[CH:10]=[CH:9][C:8]([S:11][CH3:12])=[CH:7][CH:6]=1)(=[O:4])=[O:3].[Li]CCCC.B(F)(F)F.CCOCC.[O:27]1[CH:33]2[CH:28]1[CH2:29][O:30][CH2:31][CH2:32]2.[NH4+].[Cl-]. Product: [CH3:12][S:11][C:8]1[CH:9]=[CH:10][C:5]([S:2]([CH2:1][C@@H:33]2[CH2:32][CH2:31][O:30][CH2:29][C@H:28]2[OH:27])(=[O:4])=[O:3])=[CH:6][CH:7]=1. The catalyst class is: 49. (3) Reactant: [Cl:1][C:2]1[CH:3]=[C:4]2[C:9](=[CH:10][CH:11]=1)[N:8]=[C:7]([CH3:12])[C:6]([CH3:13])=[C:5]2[N:14]1[C:22]2[C:17](=[C:18]([O:28]C)[CH:19]=[C:20]([C:23]3[CH:24]=[N:25][NH:26][CH:27]=3)[CH:21]=2)[CH:16]=[CH:15]1.B(Br)(Br)Br.[OH-].[Na+]. Product: [Cl:1][C:2]1[CH:3]=[C:4]2[C:9](=[CH:10][CH:11]=1)[N:8]=[C:7]([CH3:12])[C:6]([CH3:13])=[C:5]2[N:14]1[C:22]2[CH:21]=[C:20]([C:23]3[CH:27]=[N:26][NH:25][CH:24]=3)[CH:19]=[C:18]([OH:28])[C:17]=2[CH:16]=[CH:15]1. The catalyst class is: 2. (4) Product: [NH2:21][C:3]1[C:4](=[O:20])[NH:5][C:6](=[S:19])[N:7]([CH2:8][CH2:9][C:10]2[NH:14][C:13]3[CH:15]=[CH:16][CH:17]=[CH:18][C:12]=3[N:11]=2)[C:2]=1[NH2:1]. Reactant: [NH2:1][C:2]1[N:7]([CH2:8][CH2:9][C:10]2[NH:14][C:13]3[CH:15]=[CH:16][CH:17]=[CH:18][C:12]=3[N:11]=2)[C:6](=[S:19])[NH:5][C:4](=[O:20])[CH:3]=1.[N:21]([O-])=O.[Na+].S(S([O-])=O)([O-])=O.[Na+].[Na+]. The catalyst class is: 86.